Dataset: Reaction yield outcomes from USPTO patents with 853,638 reactions. Task: Predict the reaction yield, written as a fraction of the theoretical maximum amount of product (1.0 means a 100% yield; for example, 0.34 means a 34% yield). The reactants are [CH:1]([C:3]1[C:4]([F:15])=[CH:5][N:6]=[C:7]2[C:12]=1[N:11]=[C:10]([O:13][CH3:14])[CH:9]=[CH:8]2)=[CH2:2].[OH:16][C@H:17]1[CH2:21][NH:20][CH2:19][C@H:18]1[CH2:22][NH:23][C:24](=[O:33])[O:25][CH2:26][C:27]1[CH:32]=[CH:31][CH:30]=[CH:29][CH:28]=1. The catalyst is CCO. The product is [C:27]1([CH2:26][O:25][C:24](=[O:33])[NH:23][CH2:22][C@H:18]2[C@@H:17]([OH:16])[CH2:21][N:20]([CH2:2][CH2:1][C:3]3[C:12]4[C:7](=[CH:8][CH:9]=[C:10]([O:13][CH3:14])[N:11]=4)[N:6]=[CH:5][C:4]=3[F:15])[CH2:19]2)[CH:32]=[CH:31][CH:30]=[CH:29][CH:28]=1. The yield is 0.960.